From a dataset of Full USPTO retrosynthesis dataset with 1.9M reactions from patents (1976-2016). Predict the reactants needed to synthesize the given product. (1) Given the product [CH2:53]([O:21][C:22]1[CH:23]=[CH:24][C:25]([C:28]2[N:32]([C:33]3[CH:38]=[CH:37][C:36]([Cl:39])=[CH:35][C:34]=3[Cl:40])[N:31]=[C:30]([C:41]([NH:8][CH:2]3[CH2:7][CH2:6][CH2:5][CH2:4][CH2:3]3)=[O:43])[C:29]=2[CH3:46])=[CH:26][CH:27]=1)[C:47]1[CH:52]=[CH:51][CH:50]=[CH:49][CH:48]=1, predict the reactants needed to synthesize it. The reactants are: Cl.[CH:2]1([NH2:8])[CH2:7][CH2:6][CH2:5][CH2:4][CH2:3]1.C[Al](C)C.C.C([O:21][C:22]1[CH:27]=[CH:26][C:25]([C:28]2[N:32]([C:33]3[CH:38]=[CH:37][C:36]([Cl:39])=[CH:35][C:34]=3[Cl:40])[N:31]=[C:30]([C:41]([O:43]CC)=O)[C:29]=2[CH3:46])=[CH:24][CH:23]=1)C1C=CC=CC=1.[C:47]1([CH3:53])[CH:52]=[CH:51][CH:50]=[CH:49][CH:48]=1. (2) Given the product [CH3:1][O:2][C:3]1[CH:8]=[CH:7][C:6]([N:9]2[CH2:10][CH2:11][N:12]([C:15]3[S:16][C:17]([CH2:26][CH2:27][C:28]([OH:30])=[O:29])=[C:18]([C:20]4[CH:25]=[CH:24][CH:23]=[CH:22][CH:21]=4)[N:19]=3)[CH2:13][CH2:14]2)=[CH:5][CH:4]=1, predict the reactants needed to synthesize it. The reactants are: [CH3:1][O:2][C:3]1[CH:8]=[CH:7][C:6]([N:9]2[CH2:14][CH2:13][N:12]([C:15]3[S:16][C:17]([CH2:26][CH2:27][C:28]([O:30]C)=[O:29])=[C:18]([C:20]4[CH:25]=[CH:24][CH:23]=[CH:22][CH:21]=4)[N:19]=3)[CH2:11][CH2:10]2)=[CH:5][CH:4]=1.[OH-].[Li+]. (3) Given the product [O:1]1[CH2:5][CH2:4][C@@H:3]([NH:6][C:7]2[N:15]=[CH:14][N:13]=[C:12]3[C:8]=2[N:9]=[CH:10][N:11]3[C@H:16]2[C@H:17]([OH:28])[C@H:18]([OH:27])[C@@H:19]([CH2:21][NH:22][C:23]([NH:25][CH3:26])=[S:32])[O:20]2)[CH2:2]1, predict the reactants needed to synthesize it. The reactants are: [O:1]1[CH2:5][CH2:4][C@@H:3]([NH:6][C:7]2[N:15]=[CH:14][N:13]=[C:12]3[C:8]=2[N:9]=[CH:10][N:11]3[C@@H:16]2[O:20][C@H:19]([CH2:21][NH:22][C:23]([NH:25][CH3:26])=O)[C@@H:18]([OH:27])[C@H:17]2[OH:28])[CH2:2]1.CN=C=[S:32].CN=C=O. (4) Given the product [NH2:23][C:22]1[C:21]([CH2:26][C:27]2[CH:32]=[CH:31][CH:30]=[CH:29][CH:28]=2)=[C:24]([NH2:25])[N:16]=[C:14]([C:7]2[C:8]3[C:9](=[N:10][CH:11]=[CH:12][CH:13]=3)[N:5]([CH2:4][C:3]3[CH:17]=[CH:18][CH:19]=[CH:20][C:2]=3[F:1])[N:6]=2)[N:15]=1, predict the reactants needed to synthesize it. The reactants are: [F:1][C:2]1[CH:20]=[CH:19][CH:18]=[CH:17][C:3]=1[CH2:4][N:5]1[C:9]2=[N:10][CH:11]=[CH:12][CH:13]=[C:8]2[C:7]([C:14]([NH2:16])=[NH:15])=[N:6]1.[CH2:21]([C:24]#[N:25])[C:22]#[N:23].[CH2:26](Br)[C:27]1[CH:32]=[CH:31][CH:30]=[CH:29][CH:28]=1.C(=O)([O-])[O-].[K+].[K+].N1CCCCC1. (5) Given the product [CH3:1][C:2]1[CH:3]=[C:4]([CH:24]=[CH:25][C:26]=1[CH3:27])[O:5][C:6]1[CH:7]=[CH:8][C:9]([CH:12]2[C:17]3=[N:18][S:19](=[O:22])(=[O:23])[CH2:20][CH2:21][N:16]3[CH2:15][CH2:14][CH2:13]2)=[CH:10][CH:11]=1, predict the reactants needed to synthesize it. The reactants are: [CH3:1][C:2]1[CH:3]=[C:4]([CH:24]=[CH:25][C:26]=1[CH3:27])[O:5][C:6]1[CH:11]=[CH:10][C:9]([C:12]2[C:17]3=[N:18][S:19](=[O:23])(=[O:22])[CH2:20][CH2:21][N:16]3[CH:15]=[CH:14][CH:13]=2)=[CH:8][CH:7]=1.